Dataset: Reaction yield outcomes from USPTO patents with 853,638 reactions. Task: Predict the reaction yield, written as a fraction of the theoretical maximum amount of product (1.0 means a 100% yield; for example, 0.34 means a 34% yield). (1) The reactants are [C:1]([O:7][CH2:8][CH3:9])(=[O:6])[CH2:2][C:3]([CH3:5])=O.[CH3:10]OC(OC)N(C)C.C1(C)C=CC(S(O)(=O)=O)=CC=1.Br.[CH2:30]([S:32][C:33](=[NH:35])[NH2:34])[CH3:31]. The catalyst is CN(C)C=O. The product is [CH2:8]([O:7][C:1]([C:2]1[C:3]([CH3:5])=[N:35][C:33]([S:32][CH2:30][CH3:31])=[N:34][CH:10]=1)=[O:6])[CH3:9]. The yield is 0.610. (2) The reactants are [CH2:1]([NH:4][C:5]([C:7]1[S:11][C:10]([Br:12])=[N:9][C:8]=1[C:13]1[CH:18]=[CH:17][C:16]([Cl:19])=[CH:15][C:14]=1[Cl:20])=O)[CH:2]=[CH2:3].P(Cl)(Cl)(Cl)(Cl)Cl.Cl.O1CCOCC1.CO[CH:36](OC)[CH2:37][NH2:38]. The catalyst is ClCCl.O. The product is [CH2:1]([N:4]1[CH:36]=[CH:37][N:38]=[C:5]1[C:7]1[S:11][C:10]([Br:12])=[N:9][C:8]=1[C:13]1[CH:18]=[CH:17][C:16]([Cl:19])=[CH:15][C:14]=1[Cl:20])[CH:2]=[CH2:3]. The yield is 0.670. (3) The yield is 0.670. The reactants are [C:1]([O:7][C:8]([CH3:11])([CH3:10])[CH3:9])(=[O:6])[CH2:2][C:3]([CH3:5])=[O:4].Br[CH2:13][CH2:14]Br.C(=O)([O-])[O-].[K+].[K+]. The product is [C:3]([C:2]1([C:1]([O:7][C:8]([CH3:11])([CH3:10])[CH3:9])=[O:6])[CH2:14][CH2:13]1)(=[O:4])[CH3:5]. The catalyst is CN(C)C=O. (4) The reactants are [CH2:1]([C:3]1[CH:17]=[CH:16][C:6]([O:7][C:8]2[CH:14]=[CH:13][C:11]([NH2:12])=[CH:10][C:9]=2[F:15])=[C:5]([O:18][CH3:19])[CH:4]=1)[CH3:2].[CH:20](=O)[C:21]1[CH:26]=[CH:25][CH:24]=[N:23][CH:22]=1.[BH4-].[Na+]. The catalyst is CO. The product is [CH2:1]([C:3]1[CH:17]=[CH:16][C:6]([O:7][C:8]2[CH:14]=[CH:13][C:11]([NH:12][CH2:20][C:21]3[CH:22]=[N:23][CH:24]=[CH:25][CH:26]=3)=[CH:10][C:9]=2[F:15])=[C:5]([O:18][CH3:19])[CH:4]=1)[CH3:2]. The yield is 0.460. (5) The reactants are [Cl:1]C(OC(Cl)C)=O.C([N:21]1[CH2:24][CH:23]([O:25][CH2:26][CH2:27][CH2:28][O:29][CH3:30])[CH2:22]1)(C1C=CC=CC=1)C1C=CC=CC=1.CO. The catalyst is ClCCCl. The product is [ClH:1].[CH3:30][O:29][CH2:28][CH2:27][CH2:26][O:25][CH:23]1[CH2:24][NH:21][CH2:22]1. The yield is 0.920. (6) The yield is 0.360. The catalyst is CN(C=O)C. The product is [F:28][C:26]1[CH:27]=[C:22]2[C:23](=[N:24][CH:25]=1)[O:29][CH2:2][CH2:3][CH2:4][N:5]([CH3:30])[C:6](=[O:7])[C:8]1=[C:12]3[N:13]=[C:14]([CH:15]=[CH:16][N:11]3[N:10]=[CH:9]1)[N:17]1[C@@H:18]2[CH2:19][CH2:20][CH2:21]1. The reactants are Cl[CH2:2][CH2:3][CH2:4][N:5]([CH3:30])[C:6]([C:8]1[CH:9]=[N:10][N:11]2[CH:16]=[CH:15][C:14]([N:17]3[CH2:21][CH2:20][CH2:19][C@@H:18]3[C:22]3[C:23](=[O:29])[NH:24][CH:25]=[C:26]([F:28])[CH:27]=3)=[N:13][C:12]=12)=[O:7].C([O-])([O-])=O.[Cs+].[Cs+]. (7) The reactants are [CH3:1][NH:2][CH2:3][CH2:4][OH:5].[CH3:6][O:7][CH2:8][CH2:9]Br.C(N(CC)CC)C. The catalyst is C(#N)C. The product is [CH3:6][O:7][CH2:8][CH2:9][N:2]([CH2:3][CH2:4][OH:5])[CH3:1]. The yield is 0.310.